Dataset: Catalyst prediction with 721,799 reactions and 888 catalyst types from USPTO. Task: Predict which catalyst facilitates the given reaction. (1) Reactant: [O:1]=[C:2]1[N:6]([C:7]2([C:10]3[CH:15]=[CH:14][CH:13]=[C:12]([C:16]([F:19])([F:18])[F:17])[CH:11]=3)[CH2:9][CH2:8]2)[CH2:5][C@H:4]([C@@H:20]([NH:28][C:29]([C:31]2[N:35]3[CH2:36][CH2:37][N:38](C(OC(C)(C)C)=O)[CH2:39][C:34]3=[C:33]([C:47]([O:49][CH3:50])=[O:48])[CH:32]=2)=[O:30])[CH2:21][C:22]2[CH:27]=[CH:26][CH:25]=[CH:24][CH:23]=2)[O:3]1.Cl. Product: [O:1]=[C:2]1[N:6]([C:7]2([C:10]3[CH:15]=[CH:14][CH:13]=[C:12]([C:16]([F:19])([F:17])[F:18])[CH:11]=3)[CH2:9][CH2:8]2)[CH2:5][C@H:4]([C@@H:20]([NH:28][C:29]([C:31]2[N:35]3[CH2:36][CH2:37][NH:38][CH2:39][C:34]3=[C:33]([C:47]([O:49][CH3:50])=[O:48])[CH:32]=2)=[O:30])[CH2:21][C:22]2[CH:23]=[CH:24][CH:25]=[CH:26][CH:27]=2)[O:3]1. The catalyst class is: 269. (2) Reactant: [NH2:1][C:2]([C:4]1[CH:5]=[C:6]([I:26])[CH:7]=[C:8]2[C:13]=1[N:12]=[CH:11][N:10]([C:14]1[CH:15]=[C:16]([CH:21]=[CH:22][C:23]=1[CH3:24])[C:17]([O:19][CH3:20])=[O:18])[C:9]2=[O:25])=O.S(Cl)(Cl)=O. Product: [C:2]([C:4]1[CH:5]=[C:6]([I:26])[CH:7]=[C:8]2[C:13]=1[N:12]=[CH:11][N:10]([C:14]1[CH:15]=[C:16]([CH:21]=[CH:22][C:23]=1[CH3:24])[C:17]([O:19][CH3:20])=[O:18])[C:9]2=[O:25])#[N:1]. The catalyst class is: 3. (3) Reactant: [CH3:1][N:2]1[C:8](=[O:9])[C:7]2[CH:10]=[C:11]([N+:14]([O-])=O)[CH:12]=[CH:13][C:6]=2[NH:5][C:4](=[O:17])[CH2:3]1.C1COCC1.C(O)C. Product: [CH3:1][N:2]1[C:8](=[O:9])[C:7]2[CH:10]=[C:11]([NH2:14])[CH:12]=[CH:13][C:6]=2[NH:5][C:4](=[O:17])[CH2:3]1. The catalyst class is: 29. (4) Reactant: [CH3:1][C:2]1[N:6]([C:7]2[CH:12]=[CH:11][C:10]([OH:13])=[CH:9][CH:8]=2)[N:5]=[N:4][N:3]=1.Cl[C:15]1[N:20]=[CH:19][N:18]=[C:17]2[N:21]([C@H:24]3[CH2:29][CH2:28][C@H:27]([C:30]4[O:34][N:33]=[C:32]([CH:35]([CH3:37])[CH3:36])[N:31]=4)[CH2:26][CH2:25]3)[N:22]=[CH:23][C:16]=12.C(=O)([O-])[O-].[K+].[K+]. Product: [CH:35]([C:32]1[N:31]=[C:30]([C@H:27]2[CH2:28][CH2:29][C@H:24]([N:21]3[C:17]4=[N:18][CH:19]=[N:20][C:15]([O:13][C:10]5[CH:11]=[CH:12][C:7]([N:6]6[C:2]([CH3:1])=[N:3][N:4]=[N:5]6)=[CH:8][CH:9]=5)=[C:16]4[CH:23]=[N:22]3)[CH2:25][CH2:26]2)[O:34][N:33]=1)([CH3:37])[CH3:36]. The catalyst class is: 9. (5) Reactant: Cl[C:2]1[C:11]2[C:6](=[CH:7][C:8]([F:13])=[C:9]([F:12])[CH:10]=2)[N:5]=[CH:4][C:3]=1[C:14]#[N:15].NC(N)=[S:18]. Product: [F:12][C:9]1[CH:10]=[C:11]2[C:6](=[CH:7][C:8]=1[F:13])[N:5]=[CH:4][C:3]([C:14]#[N:15])=[C:2]2[SH:18]. The catalyst class is: 14. (6) Reactant: C[O:2][C:3](=[O:28])[CH2:4][CH2:5][CH2:6][CH2:7][CH2:8][NH:9][C:10](=[O:27])[CH:11]=[C:12]1[C:18]2[CH:19]=[CH:20][CH:21]=[CH:22][C:17]=2[C:16]2[CH:23]=[CH:24][CH:25]=[CH:26][C:15]=2[CH:14]=[CH:13]1.CO.[Li+].[OH-].Cl. Product: [CH:22]1[C:17]2[C:16]3[CH:23]=[CH:24][CH:25]=[CH:26][C:15]=3[CH:14]=[CH:13][C:12](=[CH:11][C:10]([NH:9][CH2:8][CH2:7][CH2:6][CH2:5][CH2:4][C:3]([OH:28])=[O:2])=[O:27])[C:18]=2[CH:19]=[CH:20][CH:21]=1. The catalyst class is: 6. (7) Reactant: [N+:1]([C:4]1[CH:5]=[C:6]2[CH:15]=[C:14]([N+:16]([O-])=O)[CH:13]=[C:12]3[C:7]2=[C:8]([CH:30]=1)[C:9](=[O:29])[N:10]([C:20]1[CH:28]=[CH:27][C:23](C(O)=O)=[CH:22][CH:21]=1)[C:11]3=[O:19])([O-])=O.CN(C)C=O.[H][H].CC[O:40][C:41](C)=[O:42]. Product: [NH2:1][C:4]1[CH:5]=[C:6]2[CH:15]=[C:14]([NH2:16])[CH:13]=[C:12]3[C:7]2=[C:8]([CH:30]=1)[C:9](=[O:29])[N:10]([C:20]1[CH:28]=[C:27]([CH:23]=[CH:22][CH:21]=1)[C:41]([OH:42])=[O:40])[C:11]3=[O:19]. The catalyst class is: 43. (8) Reactant: [S:1]1[CH:5]=[CH:4][C:3]([NH2:6])=[CH:2]1.C(N(CC)CC)C.[C:14](Cl)(=[O:19])[CH2:15][CH2:16][CH2:17][CH3:18]. Product: [S:1]1[CH:5]=[CH:4][C:3]([NH:6][C:14](=[O:19])[CH2:15][CH2:16][CH2:17][CH3:18])=[CH:2]1. The catalyst class is: 4. (9) Reactant: [C:1]1([P:7]([CH2:14]S)[C:8]2[CH:13]=[CH:12][CH:11]=[CH:10][CH:9]=2)[CH:6]=[CH:5][CH:4]=[CH:3][CH:2]=1.[C:16]([NH:19][CH2:20][C:21](O)=[O:22])(=[O:18])[CH3:17].C1CCC(N=C=NC2CCCCC2)CC1. Product: [NH:19]([C:16]([CH3:17])=[O:18])[CH2:20][C:21]([CH2:14][P:7]([C:8]1[CH:13]=[CH:12][CH:11]=[CH:10][CH:9]=1)[C:1]1[CH:6]=[CH:5][CH:4]=[CH:3][CH:2]=1)=[O:22]. The catalyst class is: 3.